From a dataset of Forward reaction prediction with 1.9M reactions from USPTO patents (1976-2016). Predict the product of the given reaction. (1) Given the reactants [Cl:1][C:2]1[CH:7]=[C:6]([F:8])[C:5]([N:9]2[C:13](=[O:14])[N:12]([CH2:15][CH2:16][CH2:17][F:18])[N:11]=[N:10]2)=[C:4]([N+:19]([O-])=O)[C:3]=1[OH:22], predict the reaction product. The product is: [NH2:19][C:4]1[C:3]([OH:22])=[C:2]([Cl:1])[CH:7]=[C:6]([F:8])[C:5]=1[N:9]1[C:13](=[O:14])[N:12]([CH2:15][CH2:16][CH2:17][F:18])[N:11]=[N:10]1. (2) Given the reactants C(OC([N:8]1[CH2:12][C@H:11]([CH2:13][NH:14][C:15]2[CH:20]=[CH:19][C:18]([Cl:21])=[CH:17][CH:16]=2)[C@@H:10]([CH2:22][C:23]2[CH:28]=[CH:27][CH:26]=[CH:25][CH:24]=2)[CH2:9]1)=O)(C)(C)C.Cl[CH2:30][C:31]1[CH:36]=[CH:35][CH:34]=[C:33]([O:37][CH3:38])[CH:32]=1.CC#N, predict the reaction product. The product is: [CH2:22]([C@H:10]1[CH2:9][NH:8][CH2:12][C@@H:11]1[CH2:13][N:14]([C:15]1[CH:20]=[CH:19][C:18]([Cl:21])=[CH:17][CH:16]=1)[CH2:30][C:31]1[CH:36]=[CH:35][CH:34]=[C:33]([O:37][CH3:38])[CH:32]=1)[C:23]1[CH:28]=[CH:27][CH:26]=[CH:25][CH:24]=1. (3) Given the reactants [SH:1][CH2:2][C:3]([NH:5][CH3:6])=[O:4].[Cl:7][C:8]1[CH:13]=[CH:12][C:11]([CH:14]([C:16]2[CH:21]=[CH:20][C:19]([Cl:22])=[CH:18][CH:17]=2)O)=[CH:10][CH:9]=1, predict the reaction product. The product is: [Cl:7][C:8]1[CH:9]=[CH:10][C:11]([CH:14]([C:16]2[CH:21]=[CH:20][C:19]([Cl:22])=[CH:18][CH:17]=2)[S:1][CH2:2][C:3]([NH:5][CH3:6])=[O:4])=[CH:12][CH:13]=1. (4) Given the reactants [CH3:1][O:2][C:3]([C:5]1[CH:6]=[C:7]2[C:11](=[CH:12][CH:13]=1)[NH:10][N:9]=[CH:8]2)=[O:4].I[C:15]1[CH:20]=[CH:19][C:18]([CH3:21])=[CH:17][CH:16]=1.CN[C@@H]1CCCC[C@H]1NC.P([O-])([O-])([O-])=O.[K+].[K+].[K+], predict the reaction product. The product is: [CH3:21][C:18]1[CH:19]=[CH:20][C:15]([N:10]2[C:11]3[C:7](=[CH:6][C:5]([C:3]([O:2][CH3:1])=[O:4])=[CH:13][CH:12]=3)[CH:8]=[N:9]2)=[CH:16][CH:17]=1. (5) Given the reactants [CH3:1][O:2][C:3]([C@@H:5]1[CH:14]=[C:13]2[C@@H:8]([CH2:9][C:10]3[C:11]4[C:18]([NH:19][CH:20]=3)=[CH:17][CH:16]=[CH:15][C:12]=42)[NH:7][CH2:6]1)=[O:4].[C:21]1([N:27]=[C:28]=[O:29])[CH:26]=[CH:25][CH:24]=[CH:23][CH:22]=1, predict the reaction product. The product is: [CH3:1][O:2][C:3]([C@@H:5]1[CH:14]=[C:13]2[C@@H:8]([CH2:9][C:10]3[C:11]4[C:18]([NH:19][CH:20]=3)=[CH:17][CH:16]=[CH:15][C:12]=42)[N:7]([C:28](=[O:29])[NH:27][C:21]2[CH:26]=[CH:25][CH:24]=[CH:23][CH:22]=2)[CH2:6]1)=[O:4].